This data is from Retrosynthesis with 50K atom-mapped reactions and 10 reaction types from USPTO. The task is: Predict the reactants needed to synthesize the given product. (1) Given the product COCCNc1ccc(NC(=O)c2cc(OCc3ccccc3C#N)cc(OCc3ccccc3C#N)c2)nc1, predict the reactants needed to synthesize it. The reactants are: COCCN(C(=O)OC(C)(C)C)c1ccc(NC(=O)c2cc(OCc3ccccc3C#N)cc(OCc3ccccc3C#N)c2)nc1. (2) Given the product O=C1N(c2cc(Cl)cc(Cl)c2)C(=O)C2(Cc3ccc(Br)cc3)CNCCN12, predict the reactants needed to synthesize it. The reactants are: CC(C)(C)OC(=O)N1CCN2C(=O)N(c3cc(Cl)cc(Cl)c3)C(=O)C2(Cc2ccc(Br)cc2)C1. (3) Given the product COC(=O)[C@H]1[C@H]2C[C@@H]3c4[nH]c5cc(OC)ccc5c4CCN3C[C@H]2C[C@@H](OC(=O)c2ccc(C=O)cc2)[C@@H]1OC, predict the reactants needed to synthesize it. The reactants are: COC(=O)[C@H]1[C@H]2C[C@@H]3c4[nH]c5cc(OC)ccc5c4CCN3C[C@H]2C[C@@H](O)[C@@H]1OC.O=Cc1ccc(C(=O)O)cc1. (4) Given the product CCOC(=O)Nc1ccc2c(ccn2-c2ccc(OC3CCN(C(=O)OC(C)(C)C)CC3)cn2)c1, predict the reactants needed to synthesize it. The reactants are: CC(C)(C)OC(=O)N1CCC(Oc2ccc(Cl)nc2)CC1.CCOC(=O)Nc1ccc2[nH]ccc2c1. (5) Given the product CC(Nc1ccc(F)c(Cl)c1)c1cc(C(=O)N(C)CCO)cc2c(=O)cc(N3CCOCC3)oc12, predict the reactants needed to synthesize it. The reactants are: CC(Nc1ccc(F)c(Cl)c1)c1cc(C(=O)O)cc2c(=O)cc(N3CCOCC3)oc12.CNCCO.